Regression. Given two drug SMILES strings and cell line genomic features, predict the synergy score measuring deviation from expected non-interaction effect. From a dataset of Merck oncology drug combination screen with 23,052 pairs across 39 cell lines. (1) Drug 1: Nc1ccn(C2OC(CO)C(O)C2(F)F)c(=O)n1. Drug 2: C#Cc1cccc(Nc2ncnc3cc(OCCOC)c(OCCOC)cc23)c1. Cell line: SKOV3. Synergy scores: synergy=-10.0. (2) Drug 1: O=C(O)C1(Cc2cccc(Nc3nccs3)n2)CCC(Oc2cccc(Cl)c2F)CC1. Drug 2: CC(C)CC(NC(=O)C(Cc1ccccc1)NC(=O)c1cnccn1)B(O)O. Cell line: A427. Synergy scores: synergy=-9.36. (3) Drug 1: Cc1nc(Nc2ncc(C(=O)Nc3c(C)cccc3Cl)s2)cc(N2CCN(CCO)CC2)n1. Drug 2: CNC(=O)c1cc(Oc2ccc(NC(=O)Nc3ccc(Cl)c(C(F)(F)F)c3)cc2)ccn1. Cell line: T47D. Synergy scores: synergy=2.90. (4) Drug 1: CC1CC2C3CCC4=CC(=O)C=CC4(C)C3(F)C(O)CC2(C)C1(O)C(=O)CO. Drug 2: CCN(CC)CCNC(=O)c1c(C)[nH]c(C=C2C(=O)Nc3ccc(F)cc32)c1C. Cell line: RPMI7951. Synergy scores: synergy=-6.84. (5) Drug 1: Cn1nnc2c(C(N)=O)ncn2c1=O. Drug 2: O=C(O)C1(Cc2cccc(Nc3nccs3)n2)CCC(Oc2cccc(Cl)c2F)CC1. Cell line: ES2. Synergy scores: synergy=-10.3. (6) Drug 1: CC1CC2C3CCC4=CC(=O)C=CC4(C)C3(F)C(O)CC2(C)C1(O)C(=O)CO. Drug 2: Cn1nnc2c(C(N)=O)ncn2c1=O. Cell line: SW620. Synergy scores: synergy=-1.47. (7) Synergy scores: synergy=4.80. Drug 1: Cn1nnc2c(C(N)=O)ncn2c1=O. Drug 2: CCc1c2c(nc3ccc(O)cc13)-c1cc3c(c(=O)n1C2)COC(=O)C3(O)CC. Cell line: SKMES1. (8) Drug 1: CN1C(=O)C=CC2(C)C3CCC4(C)C(NC(=O)OCC(F)(F)F)CCC4C3CCC12. Drug 2: C#Cc1cccc(Nc2ncnc3cc(OCCOC)c(OCCOC)cc23)c1. Cell line: A2058. Synergy scores: synergy=4.69. (9) Drug 1: C#Cc1cccc(Nc2ncnc3cc(OCCOC)c(OCCOC)cc23)c1. Drug 2: CNC(=O)c1cc(Oc2ccc(NC(=O)Nc3ccc(Cl)c(C(F)(F)F)c3)cc2)ccn1. Cell line: UWB1289BRCA1. Synergy scores: synergy=14.5. (10) Drug 1: COC12C(COC(N)=O)C3=C(C(=O)C(C)=C(N)C3=O)N1CC1NC12. Drug 2: O=C(NOCC(O)CO)c1ccc(F)c(F)c1Nc1ccc(I)cc1F. Cell line: OCUBM. Synergy scores: synergy=4.64.